From a dataset of Full USPTO retrosynthesis dataset with 1.9M reactions from patents (1976-2016). Predict the reactants needed to synthesize the given product. (1) Given the product [CH3:16][N:3]1[CH2:4][CH2:5][C:6]2[CH:11]=[C:10]([NH:12][C:13](=[O:15])[CH3:14])[CH:9]=[CH:8][C:7]=2[CH2:1][CH2:2]1, predict the reactants needed to synthesize it. The reactants are: [CH2:1]1[C:7]2[CH:8]=[CH:9][C:10]([NH:12][C:13](=[O:15])[CH3:14])=[CH:11][C:6]=2[CH2:5][CH2:4][NH:3][CH2:2]1.[CH2:16]=O. (2) Given the product [CH3:24][N:4]([CH2:3][CH2:2][N:25]1[CH2:30][CH2:29][O:28][CH2:27][CH2:26]1)[C:5]1[CH:6]=[C:7]2[C:11](=[CH:12][CH:13]=1)[C:10](=[C:14]1[C:22]3[C:17](=[CH:18][CH:19]=[CH:20][CH:21]=3)[NH:16][C:15]1=[O:23])[O:9][CH2:8]2, predict the reactants needed to synthesize it. The reactants are: Cl[CH2:2][CH2:3][N:4]([CH3:24])[C:5]1[CH:6]=[C:7]2[C:11](=[CH:12][CH:13]=1)[C:10](=[C:14]1[C:22]3[C:17](=[CH:18][CH:19]=[CH:20][CH:21]=3)[NH:16][C:15]1=[O:23])[O:9][CH2:8]2.[NH:25]1[CH2:30][CH2:29][O:28][CH2:27][CH2:26]1.O. (3) Given the product [CH2:10]([O:12][C:13]([C:15]1[C:16](=[O:23])[N:17]=[C:18]([S:21][CH3:22])[N:19]([CH2:6][C:5]2[CH:8]=[CH:9][C:2]([Cl:1])=[CH:3][CH:4]=2)[CH:20]=1)=[O:14])[CH3:11], predict the reactants needed to synthesize it. The reactants are: [Cl:1][C:2]1[CH:9]=[CH:8][C:5]([CH2:6]Br)=[CH:4][CH:3]=1.[CH2:10]([O:12][C:13]([C:15]1[C:16](=[O:23])[N:17]=[C:18]([S:21][CH3:22])[NH:19][CH:20]=1)=[O:14])[CH3:11].C(N(C(C)C)CC)(C)C. (4) Given the product [CH2:1]([O:8][C:9]([NH:11][C:12]1[C:13]([C:26]([O:28][CH3:29])=[O:27])=[C:14]([C:18]2[CH:23]=[N:22][C:21]([O:24][CH3:25])=[CH:20][N:19]=2)[S:15][CH:16]=1)=[O:10])[C:2]1[CH:7]=[CH:6][CH:5]=[CH:4][CH:3]=1, predict the reactants needed to synthesize it. The reactants are: [CH2:1]([O:8][C:9]([NH:11][C:12]1[C:13]([C:26]([O:28][CH3:29])=[O:27])=[C:14]([C:18]2[CH:23]=[N:22][C:21]([O:24][CH3:25])=[CH:20][N:19]=2)[S:15][C:16]=1Br)=[O:10])[C:2]1[CH:7]=[CH:6][CH:5]=[CH:4][CH:3]=1.